From a dataset of Forward reaction prediction with 1.9M reactions from USPTO patents (1976-2016). Predict the product of the given reaction. (1) Given the reactants Cl.Cl.Cl.Cl.[CH3:5][N:6]1[CH2:11][CH2:10][CH:9]([CH2:12][C@H:13]([C:15]([N:17]2[CH2:22][CH2:21][N:20]([CH:23]3[CH2:28][CH2:27][N:26]([CH3:29])[CH2:25][CH2:24]3)[CH2:19][CH2:18]2)=[O:16])[NH2:14])[CH2:8][CH2:7]1.[Cl:30][C:31]1[CH:32]=[CH:33][C:34]2[CH:38]=[C:37]([C:39](O)=[O:40])[S:36][C:35]=2[CH:42]=1, predict the reaction product. The product is: [Cl:30][C:31]1[CH:32]=[CH:33][C:34]2[CH:38]=[C:37]([C:39]([NH:14][C@@H:13]([C:15]([N:17]3[CH2:18][CH2:19][N:20]([CH:23]4[CH2:24][CH2:25][N:26]([CH3:29])[CH2:27][CH2:28]4)[CH2:21][CH2:22]3)=[O:16])[CH2:12][CH:9]3[CH2:10][CH2:11][N:6]([CH3:5])[CH2:7][CH2:8]3)=[O:40])[S:36][C:35]=2[CH:42]=1. (2) Given the reactants [C:1]([NH:9][NH2:10])(=[O:8])[C:2]1[CH:7]=[CH:6][CH:5]=[CH:4][CH:3]=1.C([O-])([O-])=O.[K+].[K+].[C@@H]1(N)CCCC[C@H]1N.CCCCCCCCCCCC.I[C:38]1[CH:39]=[C:40]([CH3:45])[CH:41]=[C:42]([CH3:44])[CH:43]=1, predict the reaction product. The product is: [C:1]([NH:9][NH:10][C:38]1[CH:43]=[C:42]([CH3:44])[CH:41]=[C:40]([CH3:45])[CH:39]=1)(=[O:8])[C:2]1[CH:7]=[CH:6][CH:5]=[CH:4][CH:3]=1. (3) Given the reactants [C:1]([O:5][C:6]([N:8]1[CH2:13][CH2:12][C:11](=[O:14])[CH2:10][CH2:9]1)=[O:7])([CH3:4])([CH3:3])[CH3:2].[I-].[CH3:16][S+](C)(C)=O.[OH-].[K+], predict the reaction product. The product is: [C:1]([O:5][C:6]([N:8]1[CH2:9][CH2:10][C:11]2([O:14][CH2:16]2)[CH2:12][CH2:13]1)=[O:7])([CH3:4])([CH3:2])[CH3:3]. (4) Given the reactants [NH2:1][C:2]([CH3:7])([CH3:6])[C:3]([OH:5])=[O:4].S(Cl)([Cl:10])=O.[CH3:12][CH:13](O)[CH3:14], predict the reaction product. The product is: [ClH:10].[NH2:1][C:2]([CH3:7])([CH3:6])[C:3]([O:5][CH:13]([CH3:14])[CH3:12])=[O:4]. (5) Given the reactants [CH3:13][C:12]([O:11][C:9](O[C:9]([O:11][C:12]([CH3:15])([CH3:14])[CH3:13])=[O:10])=[O:10])([CH3:15])[CH3:14].[NH2:16][CH2:17][CH2:18][CH2:19][OH:20].CCOCC.CCOC(C)=O, predict the reaction product. The product is: [C:12]([O:11][C:9]([NH:16][CH2:17][CH2:18][CH2:19][OH:20])=[O:10])([CH3:13])([CH3:14])[CH3:15]. (6) Given the reactants [NH2:1][C:2]1[CH:3]=[C:4]([C:8]2[CH:16]=[CH:15][C:14]([C:17]([NH2:19])=[O:18])=[C:13]3[C:9]=2[CH:10]=[C:11]([CH2:28][CH2:29][O:30][CH2:31][CH3:32])[N:12]3COCC[Si](C)(C)C)[CH:5]=[CH:6][CH:7]=1.CCCC[N+](CCCC)(CCCC)CCCC.[F-].C(N)CN, predict the reaction product. The product is: [NH2:1][C:2]1[CH:3]=[C:4]([C:8]2[CH:16]=[CH:15][C:14]([C:17]([NH2:19])=[O:18])=[C:13]3[C:9]=2[CH:10]=[C:11]([CH2:28][CH2:29][O:30][CH2:31][CH3:32])[NH:12]3)[CH:5]=[CH:6][CH:7]=1.